This data is from Catalyst prediction with 721,799 reactions and 888 catalyst types from USPTO. The task is: Predict which catalyst facilitates the given reaction. Reactant: O=[C:2]([CH3:17])[CH2:3][NH:4][C:5]([C:7]1[S:15][C:14]2[C:9](=[N:10][CH:11]=[CH:12][C:13]=2[Cl:16])[CH:8]=1)=[O:6]. Product: [Cl:16][C:13]1[CH:12]=[CH:11][N:10]=[C:9]2[CH:8]=[C:7]([C:5]3[O:6][C:2]([CH3:17])=[CH:3][N:4]=3)[S:15][C:14]=12. The catalyst class is: 65.